Regression/Classification. Given a drug SMILES string, predict its absorption, distribution, metabolism, or excretion properties. Task type varies by dataset: regression for continuous measurements (e.g., permeability, clearance, half-life) or binary classification for categorical outcomes (e.g., BBB penetration, CYP inhibition). Dataset: cyp1a2_veith. From a dataset of CYP1A2 inhibition data for predicting drug metabolism from PubChem BioAssay. (1) The compound is OCC1CCCN(Cc2ccc(-c3ccccc3)cc2)C1. The result is 0 (non-inhibitor). (2) The compound is O=C(c1ccc([N+](=O)[O-])cc1)n1nc(-c2ccccc2)nc1NCc1ccccc1. The result is 1 (inhibitor). (3) The result is 0 (non-inhibitor). The drug is CS(=O)(=O)N1CCC2(CCCN(Cc3ccc(C#N)cc3)C2)CC1. (4) The molecule is CCCCn1c(Cl)nc2c1c(=O)n(C)c(=O)n2C. The result is 1 (inhibitor). (5) The drug is Cc1cc(C(=O)CC#N)c(C)n1CC(F)(F)F. The result is 1 (inhibitor). (6) The molecule is O=c1[nH][nH]c(C(F)(F)F)c1C=Nc1ccccc1. The result is 1 (inhibitor). (7) The molecule is CCOC(=O)c1cc(CC)sc1NC(=O)c1cc(OCC)c(OCC)c(OCC)c1. The result is 0 (non-inhibitor). (8) The compound is c1ccc(-n2cnc3cc(NCc4cccs4)ccc32)cc1. The result is 1 (inhibitor). (9) The compound is Cc1cccc(OCCCC(=O)Nc2ccccc2C(F)(F)F)c1. The result is 1 (inhibitor).